This data is from hERG potassium channel inhibition data for cardiac toxicity prediction from Karim et al.. The task is: Regression/Classification. Given a drug SMILES string, predict its toxicity properties. Task type varies by dataset: regression for continuous values (e.g., LD50, hERG inhibition percentage) or binary classification for toxic/non-toxic outcomes (e.g., AMES mutagenicity, cardiotoxicity, hepatotoxicity). Dataset: herg_karim. (1) The drug is CSc1ccc2c(c1)N(CC[C@H]1CCCCN1C)c1ccccc1S2. The result is 1 (blocker). (2) The molecule is Nc1nccc(Nc2ccc(Oc3ccc(Cl)cc3)cc2)n1. The result is 1 (blocker). (3) The molecule is COc1ccc(C2=CC3(CCNCC3)Oc3ccccc32)cc1. The result is 1 (blocker).